From a dataset of NCI-60 drug combinations with 297,098 pairs across 59 cell lines. Regression. Given two drug SMILES strings and cell line genomic features, predict the synergy score measuring deviation from expected non-interaction effect. (1) Drug 1: CC1=CC=C(C=C1)C2=CC(=NN2C3=CC=C(C=C3)S(=O)(=O)N)C(F)(F)F. Drug 2: C1=NC(=NC(=O)N1C2C(C(C(O2)CO)O)O)N. Cell line: A549. Synergy scores: CSS=8.45, Synergy_ZIP=-0.858, Synergy_Bliss=3.45, Synergy_Loewe=-4.70, Synergy_HSA=-1.03. (2) Drug 1: CC(CN1CC(=O)NC(=O)C1)N2CC(=O)NC(=O)C2. Drug 2: CCN(CC)CCNC(=O)C1=C(NC(=C1C)C=C2C3=C(C=CC(=C3)F)NC2=O)C. Cell line: SN12C. Synergy scores: CSS=17.3, Synergy_ZIP=-6.23, Synergy_Bliss=-6.28, Synergy_Loewe=-4.69, Synergy_HSA=-4.56. (3) Drug 1: CS(=O)(=O)C1=CC(=C(C=C1)C(=O)NC2=CC(=C(C=C2)Cl)C3=CC=CC=N3)Cl. Drug 2: C1=C(C(=O)NC(=O)N1)F. Cell line: SN12C. Synergy scores: CSS=26.5, Synergy_ZIP=1.23, Synergy_Bliss=2.87, Synergy_Loewe=-3.05, Synergy_HSA=3.03. (4) Drug 1: CC1=C(N=C(N=C1N)C(CC(=O)N)NCC(C(=O)N)N)C(=O)NC(C(C2=CN=CN2)OC3C(C(C(C(O3)CO)O)O)OC4C(C(C(C(O4)CO)O)OC(=O)N)O)C(=O)NC(C)C(C(C)C(=O)NC(C(C)O)C(=O)NCCC5=NC(=CS5)C6=NC(=CS6)C(=O)NCCC[S+](C)C)O. Drug 2: CC1=C(C(=O)C2=C(C1=O)N3CC4C(C3(C2COC(=O)N)OC)N4)N. Cell line: T-47D. Synergy scores: CSS=23.9, Synergy_ZIP=-7.84, Synergy_Bliss=-0.902, Synergy_Loewe=1.76, Synergy_HSA=3.18. (5) Drug 1: CC(C1=C(C=CC(=C1Cl)F)Cl)OC2=C(N=CC(=C2)C3=CN(N=C3)C4CCNCC4)N. Drug 2: CC1=C2C(C(=O)C3(C(CC4C(C3C(C(C2(C)C)(CC1OC(=O)C(C(C5=CC=CC=C5)NC(=O)OC(C)(C)C)O)O)OC(=O)C6=CC=CC=C6)(CO4)OC(=O)C)O)C)O. Cell line: SNB-75. Synergy scores: CSS=22.7, Synergy_ZIP=-5.21, Synergy_Bliss=0.883, Synergy_Loewe=-9.24, Synergy_HSA=-0.297. (6) Drug 1: CCC(=C(C1=CC=CC=C1)C2=CC=C(C=C2)OCCN(C)C)C3=CC=CC=C3.C(C(=O)O)C(CC(=O)O)(C(=O)O)O. Drug 2: CN(C(=O)NC(C=O)C(C(C(CO)O)O)O)N=O. Cell line: PC-3. Synergy scores: CSS=0.911, Synergy_ZIP=-1.59, Synergy_Bliss=-0.162, Synergy_Loewe=-9.71, Synergy_HSA=-2.87. (7) Drug 1: C1=CN(C=N1)CC(O)(P(=O)(O)O)P(=O)(O)O. Drug 2: CS(=O)(=O)OCCCCOS(=O)(=O)C. Cell line: CAKI-1. Synergy scores: CSS=6.21, Synergy_ZIP=-5.31, Synergy_Bliss=-9.79, Synergy_Loewe=-3.62, Synergy_HSA=-6.21.